This data is from Catalyst prediction with 721,799 reactions and 888 catalyst types from USPTO. The task is: Predict which catalyst facilitates the given reaction. (1) Reactant: [CH2:1]([O:3][C:4]([C:6]1[O:7][C:8]2[CH:14]=[C:13]([O:15]CC3C=CC=CC=3)[CH:12]=[CH:11][C:9]=2[CH:10]=1)=[O:5])[CH3:2]. Product: [CH2:1]([O:3][C:4]([C:6]1[O:7][C:8]2[CH:14]=[C:13]([OH:15])[CH:12]=[CH:11][C:9]=2[CH:10]=1)=[O:5])[CH3:2]. The catalyst class is: 591. (2) Reactant: [H-].[Na+].[N:3]1[O:4][C:5]([NH2:11])=[C:6]2[CH2:10][CH2:9][CH2:8][C:7]=12.[CH:12](=O)[C:13]1[CH:18]=[CH:17][CH:16]=[CH:15][CH:14]=1. Product: [N:3]1[O:4][C:5]([N:11]=[CH:12][C:13]2[CH:18]=[CH:17][CH:16]=[CH:15][CH:14]=2)=[C:6]2[CH2:10][CH2:9][CH2:8][C:7]=12. The catalyst class is: 3. (3) The catalyst class is: 7. Reactant: C(O[C:4](=[O:31])[CH:5]([N:7]1[CH:11]=[C:10]([C:12]2[C:24]3[C:23]4[C:18](=[CH:19][CH:20]=[CH:21][CH:22]=4)[C:17]([OH:29])([C:25]([F:28])([F:27])[F:26])[C:16]=3[CH:15]=[C:14]([F:30])[CH:13]=2)[CH:9]=[N:8]1)[CH3:6])C.C=[O:33].[F-].C([N+](CCCC)(CCCC)CCCC)CCC.CN(C)[CH:54]=[O:55]. Product: [F:30][C:14]1[CH:13]=[C:12]([C:10]2[CH:9]=[N:8][N:7]([C:5]([CH3:6])([CH2:54][OH:55])[C:4]([OH:31])=[O:33])[CH:11]=2)[C:24]2[C:23]3[C:18](=[CH:19][CH:20]=[CH:21][CH:22]=3)[C:17]([OH:29])([C:25]([F:27])([F:28])[F:26])[C:16]=2[CH:15]=1. (4) Reactant: [CH3:1][N:2]([CH3:11])[S:3]([N:6]1[CH:10]=[CH:9][N:8]=[CH:7]1)(=[O:5])=[O:4].[Li]CCCC.C1(C)C=CC=C[C:18]=1[C:23]1[CH:30]=[CH:29][C:26]([CH:27]=[O:28])=[CH:25][CH:24]=1. Product: [OH:28][CH:27]([C:26]1[CH:29]=[CH:30][C:23]([CH3:18])=[CH:24][CH:25]=1)[C:7]1[N:6]([S:3]([N:2]([CH3:11])[CH3:1])(=[O:4])=[O:5])[CH:10]=[CH:9][N:8]=1. The catalyst class is: 1. (5) Reactant: [OH:1][C:2]1[CH:11]=[C:10]2[C:5]([C:6]([O:12][C:13]3[CH:18]=[CH:17][C:16]([CH3:19])=[CH:15][C:14]=3[C:20]([C:22]3[CH:27]=[CH:26][CH:25]=[CH:24][CH:23]=3)=[O:21])=[CH:7][CH:8]=[N:9]2)=[CH:4][C:3]=1[O:28][CH3:29].[CH2:30]([CH:32]1[O:34][CH2:33]1)Br.C(=O)([O-])[O-].[K+].[K+].O. Product: [CH3:29][O:28][C:3]1[CH:4]=[C:5]2[C:10](=[CH:11][C:2]=1[O:1][CH2:30][CH:32]1[CH2:33][O:34]1)[N:9]=[CH:8][CH:7]=[C:6]2[O:12][C:13]1[CH:18]=[CH:17][C:16]([CH3:19])=[CH:15][C:14]=1[C:20]([C:22]1[CH:23]=[CH:24][CH:25]=[CH:26][CH:27]=1)=[O:21]. The catalyst class is: 9. (6) Reactant: [CH:1]1([C@H:7]([NH:12][C:13]([C:15]2[CH:20]=[CH:19][C:18]([F:21])=[CH:17][C:16]=2[N+:22]([O-])=O)=[O:14])[C:8]([O:10][CH3:11])=[O:9])[CH2:6][CH2:5][CH2:4][CH2:3][CH2:2]1.[H][H]. Product: [NH2:22][C:16]1[CH:17]=[C:18]([F:21])[CH:19]=[CH:20][C:15]=1[C:13]([NH:12][C@@H:7]([CH:1]1[CH2:6][CH2:5][CH2:4][CH2:3][CH2:2]1)[C:8]([O:10][CH3:11])=[O:9])=[O:14]. The catalyst class is: 29.